Dataset: Full USPTO retrosynthesis dataset with 1.9M reactions from patents (1976-2016). Task: Predict the reactants needed to synthesize the given product. (1) Given the product [Cl:13][C:14]1[CH:15]=[CH:16][C:17]([CH:20]2[CH2:25][CH2:24][CH2:23][N:22]([CH2:2][CH:3]3[O:8][C:7]4[CH:9]=[CH:10][CH:11]=[CH:12][C:6]=4[O:5][CH2:4]3)[CH2:21]2)=[CH:18][CH:19]=1, predict the reactants needed to synthesize it. The reactants are: Br[CH2:2][CH:3]1[O:8][C:7]2[CH:9]=[CH:10][CH:11]=[CH:12][C:6]=2[O:5][CH2:4]1.[Cl:13][C:14]1[CH:19]=[CH:18][C:17]([CH:20]2[CH2:25][CH2:24][CH2:23][NH:22][CH2:21]2)=[CH:16][CH:15]=1.C(N(CC)CC)C. (2) Given the product [OH:1][CH2:2][CH:3]([C:11]1[CH:12]=[CH:13][C:14]([C:15]([NH:49][CH2:50][C:51]2[C:52]([OH:59])=[N:53][C:54]([CH3:58])=[CH:55][C:56]=2[CH3:57])=[O:17])=[CH:18][CH:19]=1)[O:4][C:5]1[CH:6]=[CH:7][CH:8]=[CH:9][CH:10]=1, predict the reactants needed to synthesize it. The reactants are: [OH:1][CH2:2][CH:3]([C:11]1[CH:19]=[CH:18][C:14]([C:15]([OH:17])=O)=[CH:13][CH:12]=1)[O:4][C:5]1[CH:10]=[CH:9][CH:8]=[CH:7][CH:6]=1.ON1C2C=CC=CC=2N=N1.Cl.CN(C)CCCN=C=NCC.C(N(CC)CC)C.[NH2:49][CH2:50][C:51]1[C:52]([OH:59])=[N:53][C:54]([CH3:58])=[CH:55][C:56]=1[CH3:57]. (3) Given the product [CH3:1][S:2]([NH:5][CH2:6][C:7]1[N:8]=[CH:9][N:10]2[CH:14]=[C:13]([Sn:30]([CH2:31][CH2:32][CH2:33][CH3:34])([CH2:35][CH2:36][CH2:37][CH3:38])[CH2:26][CH2:27][CH2:28][CH3:29])[S:12][C:11]=12)(=[O:3])=[O:4], predict the reactants needed to synthesize it. The reactants are: [CH3:1][S:2]([NH:5][CH2:6][C:7]1[N:8]=[CH:9][N:10]2[CH:14]=[CH:13][S:12][C:11]=12)(=[O:4])=[O:3].C([Li])CCC.CCCCCC.[CH2:26]([Sn:30](Cl)([CH2:35][CH2:36][CH2:37][CH3:38])[CH2:31][CH2:32][CH2:33][CH3:34])[CH2:27][CH2:28][CH3:29].P([O-])([O-])([O-])=O. (4) Given the product [CH3:15][O:16][C:17]1[CH:18]=[C:19]([CH:22]=[CH:23][CH:24]=1)[CH2:20][O:21][C:4]1[CH:11]=[CH:10][CH:9]=[C:8]([N+:12]([O-:14])=[O:13])[C:5]=1[C:6]#[N:7], predict the reactants needed to synthesize it. The reactants are: [N+]([C:4]1[CH:11]=[CH:10][CH:9]=[C:8]([N+:12]([O-:14])=[O:13])[C:5]=1[C:6]#[N:7])([O-])=O.[CH3:15][O:16][C:17]1[CH:18]=[C:19]([CH:22]=[CH:23][CH:24]=1)[CH2:20][OH:21]. (5) Given the product [CH:1]1([C:6]2[CH:7]=[N:8][C:9]([C:12]([NH:14][C@H:15]3[CH2:19][CH2:18][N:17]([C:20]4[C:21]5[N:22]([CH:26]=[CH:27][CH:28]=5)[CH:23]=[CH:24][N:25]=4)[CH2:16]3)=[O:13])=[N:10][CH:11]=2)[CH2:2][CH2:3][CH2:4][CH2:5]1, predict the reactants needed to synthesize it. The reactants are: [C:1]1([C:6]2[CH:7]=[N:8][C:9]([C:12]([NH:14][C@H:15]3[CH2:19][CH2:18][N:17]([C:20]4[C:21]5[N:22]([CH:26]=[CH:27][CH:28]=5)[CH:23]=[CH:24][N:25]=4)[CH2:16]3)=[O:13])=[N:10][CH:11]=2)[CH2:5][CH2:4][CH2:3][CH:2]=1. (6) Given the product [CH2:21]([N:20]1[C:19]([S:23][CH3:27])=[N:18][N:17]=[C:16]1[C@H:8]([NH:7][C:6](=[O:24])[O:5][C:1]([CH3:2])([CH3:4])[CH3:3])[CH2:9][C:10]1[CH:15]=[CH:14][CH:13]=[CH:12][N:11]=1)[CH3:22], predict the reactants needed to synthesize it. The reactants are: [C:1]([O:5][C:6](=[O:24])[NH:7][CH:8]([C:16]1[N:20]([CH2:21][CH3:22])[C:19]([SH:23])=[N:18][N:17]=1)[CH2:9][C:10]1[CH:15]=[CH:14][CH:13]=[CH:12][N:11]=1)([CH3:4])([CH3:3])[CH3:2].[OH-].[Na+].[CH3:27]I. (7) The reactants are: COC1C=CC(N)=CC=1.Cl.[CH3:11][O:12][C:13]1[CH:14]=[C:15]2[C:20](=[CH:21][CH:22]=1)[N:19]=[CH:18][C:17]([C:23]([OH:25])=[O:24])=[CH:16]2.Cl.[CH3:27][C@H:28]1[CH2:33][CH2:32][C@H:31]([NH2:34])[CH2:30][CH2:29]1.N1C=CC=CC=1. Given the product [CH3:11][O:12][C:13]1[CH:14]=[C:15]2[C:20](=[CH:21][CH:22]=1)[N:19]=[CH:18][C:17]([C:23]([OH:25])=[O:24])=[CH:16]2.[CH3:27][C@H:28]1[CH2:33][CH2:32][C@H:31]([NH:34][C:23]([C:17]2[CH:18]=[N:19][C:20]3[C:15]([CH:16]=2)=[CH:14][C:13]([O:12][CH3:11])=[CH:22][CH:21]=3)=[O:25])[CH2:30][CH2:29]1, predict the reactants needed to synthesize it. (8) Given the product [CH2:32]([C:31]1[N:34]=[C:25]([CH:11]2[CH2:12][CH:13]([C:15]3[CH:16]=[CH:17][C:18]([C:21]([F:23])([F:22])[F:24])=[CH:19][CH:20]=3)[CH2:14][N:9]([C:7]([N:5]3[CH2:4][CH:3]([O:2][CH3:1])[CH2:6]3)=[O:8])[CH2:10]2)[O:27][N:30]=1)[CH3:33], predict the reactants needed to synthesize it. The reactants are: [CH3:1][O:2][CH:3]1[CH2:6][N:5]([C:7]([N:9]2[CH2:14][CH:13]([C:15]3[CH:20]=[CH:19][C:18]([C:21]([F:24])([F:23])[F:22])=[CH:17][CH:16]=3)[CH2:12][CH:11]([C:25]([OH:27])=O)[CH2:10]2)=[O:8])[CH2:4]1.Cl.O[NH:30][C:31](=[NH:34])[CH2:32][CH3:33]. (9) The reactants are: [CH3:1][O:2][C:3]1[CH:15]=[C:14]([O:16][CH3:17])[CH:13]=[CH:12][C:4]=1[CH2:5][NH:6][C:7]1[S:11][N:10]=[CH:9][N:8]=1.C[Si]([N-][Si](C)(C)C)(C)C.[Li+].[Cl:28][C:29]1[CH:34]=[CH:33][C:32]([C:35]2[C:44]3[C:39](=[CH:40][C:41]([S:45](OC4C(F)=C(F)C(F)=C(F)C=4F)(=[O:47])=[O:46])=[CH:42][CH:43]=3)[CH:38]=[CH:37][N:36]=2)=[C:31]([O:60][CH3:61])[CH:30]=1. Given the product [Cl:28][C:29]1[CH:34]=[CH:33][C:32]([C:35]2[C:44]3[C:39](=[CH:40][C:41]([S:45]([N:6]([CH2:5][C:4]4[CH:12]=[CH:13][C:14]([O:16][CH3:17])=[CH:15][C:3]=4[O:2][CH3:1])[C:7]4[S:11][N:10]=[CH:9][N:8]=4)(=[O:47])=[O:46])=[CH:42][CH:43]=3)[CH:38]=[CH:37][N:36]=2)=[C:31]([O:60][CH3:61])[CH:30]=1, predict the reactants needed to synthesize it. (10) Given the product [CH3:11][NH:10][C:7]([C:1]1[CH:6]=[CH:5][CH:4]=[CH:3][CH:2]=1)([CH3:9])[CH3:8], predict the reactants needed to synthesize it. The reactants are: [C:1]1([C:7]([NH2:10])([CH3:9])[CH3:8])[CH:6]=[CH:5][CH:4]=[CH:3][CH:2]=1.[CH2:11]=O.[BH4-].[Na+].